Task: Predict the reaction yield, written as a fraction of the theoretical maximum amount of product (1.0 means a 100% yield; for example, 0.34 means a 34% yield).. Dataset: Reaction yield outcomes from USPTO patents with 853,638 reactions (1) The reactants are C(OC(=O)[NH:7][C@H:8]1[CH2:13][CH2:12][C@@H:11]([NH:14][C:15]2[N:20]=[C:19]([N:21]([CH3:23])[CH3:22])[C:18]([C:24]([F:27])([F:26])[F:25])=[CH:17][N:16]=2)[CH2:10][CH2:9]1)(C)(C)C.C(O)(C(F)(F)F)=O. The catalyst is C(Cl)Cl. The product is [CH3:22][N:21]([CH3:23])[C:19]1[C:18]([C:24]([F:25])([F:27])[F:26])=[CH:17][N:16]=[C:15]([NH:14][C@H:11]2[CH2:12][CH2:13][C@@H:8]([NH2:7])[CH2:9][CH2:10]2)[N:20]=1. The yield is 0.650. (2) The reactants are [Cl:1][CH2:2][CH2:3][N:4]([CH2:20][CH2:21][OH:22])[C:5]1[C:6]([N+:17]([O-:19])=[O:18])=[CH:7][C:8]([N+:14]([O-:16])=[O:15])=[C:9]([CH:13]=1)[C:10]([NH2:12])=[O:11].[CH3:23][S:24](Cl)(=[O:26])=[O:25]. The catalyst is N1C=CC=CC=1.O. The product is [CH3:23][S:24]([O:22][CH2:21][CH2:20][N:4]([CH2:3][CH2:2][Cl:1])[C:5]1[CH:13]=[C:9]([C:10]([NH2:12])=[O:11])[C:8]([N+:14]([O-:16])=[O:15])=[CH:7][C:6]=1[N+:17]([O-:19])=[O:18])(=[O:26])=[O:25]. The yield is 0.740. (3) The product is [F:36][C:33]([F:34])([F:35])[C:32]([N:2]([CH3:1])[C:3]1[CH:8]=[C:7]([C:9]2[CH:14]=[CH:13][CH:12]=[CH:11][C:10]=2[CH3:15])[C:6]([NH:16][CH3:17])=[CH:5][N:4]=1)=[O:37]. The catalyst is C(Cl)Cl.CCCCCC. The yield is 0.450. The reactants are [CH3:1][NH:2][C:3]1[CH:8]=[C:7]([C:9]2[CH:14]=[CH:13][CH:12]=[CH:11][C:10]=2[CH3:15])[C:6]([NH:16][CH3:17])=[CH:5][N:4]=1.CCN(C(C)C)C(C)C.[F:34][C:33]([F:36])([F:35])[C:32](O[C:32](=[O:37])[C:33]([F:36])([F:35])[F:34])=[O:37].CCOC(C)=O. (4) The reactants are [C:1]([O:8][CH3:9])(=[O:7])[CH2:2][C:3]([O:5][CH3:6])=[O:4].[H-].[Na+].[Cl:12][C:13]1[CH:18]=[CH:17][C:16]([CH2:19]Cl)=[CH:15][C:14]=1[Cl:21].CCOCC. The catalyst is C1COCC1.CCCCCC. The product is [Cl:21][C:14]1[CH:15]=[C:16]([CH:17]=[CH:18][C:13]=1[Cl:12])[CH2:19][CH:2]([C:1]([O:8][CH3:9])=[O:7])[C:3]([O:5][CH3:6])=[O:4]. The yield is 0.390. (5) The catalyst is C(O)C.N1CCCCC1. The yield is 0.790. The reactants are [F:1][C:2]1[CH:7]=[CH:6][C:5]([C:8]2[CH:16]=[CH:15][CH:14]=[C:13]3[C:9]=2[CH2:10][C:11](=[O:17])[NH:12]3)=[CH:4][CH:3]=1.[N:18]1([CH2:23][CH2:24][CH2:25][NH:26][C:27]([C:29]2[CH:33]=[C:32]([CH3:34])[NH:31][C:30]=2[CH:35]=O)=[O:28])[CH2:22][CH2:21][CH2:20][CH2:19]1. The product is [N:18]1([CH2:23][CH2:24][CH2:25][NH:26][C:27]([C:29]2[CH:33]=[C:32]([CH3:34])[NH:31][C:30]=2[CH:35]=[C:10]2[C:9]3[C:13](=[CH:14][CH:15]=[CH:16][C:8]=3[C:5]3[CH:4]=[CH:3][C:2]([F:1])=[CH:7][CH:6]=3)[NH:12][C:11]2=[O:17])=[O:28])[CH2:22][CH2:21][CH2:20][CH2:19]1. (6) The yield is 0.540. The catalyst is CN(C=O)C. The reactants are [C:1]([O:4][CH:5]1[CH2:10][CH2:9][N:8]([C:11]2[CH:16]=[CH:15][C:14](Br)=[CH:13]N=2)[CH2:7][CH2:6]1)(=[O:3])[CH3:2].[B:18]1([B:18]2[O:22][C:21]([CH3:24])([CH3:23])[C:20]([CH3:26])([CH3:25])[O:19]2)[O:22][C:21]([CH3:24])([CH3:23])[C:20]([CH3:26])([CH3:25])[O:19]1.[CH3:36]C([O-])=O.[K+]. The product is [C:1]([O:4][CH:5]1[CH2:10][CH2:9][N:8]([C:11]2[CH:36]=[CH:13][C:14]([B:18]3[O:22][C:21]([CH3:24])([CH3:23])[C:20]([CH3:26])([CH3:25])[O:19]3)=[CH:15][CH:16]=2)[CH2:7][CH2:6]1)(=[O:3])[CH3:2]. (7) The reactants are [F:1][C:2]1[C:7]([C:8]([F:11])([F:10])[F:9])=[CH:6][CH:5]=[CH:4][C:3]=1[NH:12][C:13]1[N:17]=[C:16]([N:18](CC2C=CC(OC)=CC=2)CC2C=CC(OC)=CC=2)[N:15](CC2C=CC(OC)=CC=2)[N:14]=1.C(O)(C(F)(F)F)=O. No catalyst specified. The product is [F:1][C:2]1[C:7]([C:8]([F:10])([F:11])[F:9])=[CH:6][CH:5]=[CH:4][C:3]=1[NH:12][C:13]1[N:17]=[C:16]([NH2:18])[NH:15][N:14]=1. The yield is 0.370. (8) The reactants are [CH2:1]=[CH:2][CH2:3][CH2:4][CH2:5][CH2:6][CH2:7][CH2:8][CH2:9][CH3:10].Br[C:12]1[CH:19]=[CH:18][C:15]([CH:16]=[O:17])=[CH:14][CH:13]=1. No catalyst specified. The product is [CH2:1]([C:12]1[CH:19]=[CH:18][C:15]([CH:16]=[O:17])=[CH:14][CH:13]=1)[CH2:2][CH2:3][CH2:4][CH2:5][CH2:6][CH2:7][CH2:8][CH2:9][CH3:10]. The yield is 0.880. (9) The reactants are [Cl:1][C:2]1[CH:8]=[C:7]([O:9][C:10]2[C:19]3[C:14](=[CH:15][C:16]([O:22][CH3:23])=[C:17]([O:20][CH3:21])[CH:18]=3)[N:13]=[CH:12][N:11]=2)[CH:6]=[CH:5][C:3]=1[NH2:4].ClC(Cl)(O[C:28](=[O:34])OC(Cl)(Cl)Cl)Cl.[CH3:36][NH:37][CH2:38][CH2:39][CH3:40].CO. The yield is 0.580. The product is [Cl:1][C:2]1[CH:8]=[C:7]([O:9][C:10]2[C:19]3[C:14](=[CH:15][C:16]([O:22][CH3:23])=[C:17]([O:20][CH3:21])[CH:18]=3)[N:13]=[CH:12][N:11]=2)[CH:6]=[CH:5][C:3]=1[NH:4][C:28](=[O:34])[N:37]([CH3:36])[CH2:38][CH2:39][CH3:40]. The catalyst is C(Cl)(Cl)Cl.C(N(CC)CC)C.